This data is from Catalyst prediction with 721,799 reactions and 888 catalyst types from USPTO. The task is: Predict which catalyst facilitates the given reaction. (1) Reactant: [Cl:1][C:2]1[S:10][C:9]2[S:8](=[O:12])(=[O:11])[NH:7][CH2:6][C:5](=[O:13])[C:4]=2[CH:3]=1.[Cl:14][C:15]1[CH:20]=[CH:19][C:18]([Mg]Br)=[CH:17][CH:16]=1.CCOCC. Product: [Cl:1][C:2]1[S:10][C:9]2[S:8](=[O:11])(=[O:12])[NH:7][CH2:6][C:5]([C:18]3[CH:19]=[CH:20][C:15]([Cl:14])=[CH:16][CH:17]=3)([OH:13])[C:4]=2[CH:3]=1. The catalyst class is: 1. (2) Reactant: Br[C:2]1[CH:3]=[C:4]([C:8]2[C:21]3[C:22]4=[C:23]5[C:18](=[CH:19][CH:20]=3)[CH:17]=[CH:16][CH:15]=[C:14]5[CH:13]=[CH:12][C:11]4=[CH:10][CH:9]=2)[CH:5]=[CH:6][CH:7]=1.[CH3:24][C:25]1([CH3:59])[C:49]2[C:29]([CH:30]=[C:31]3[CH:48]=[C:47]4[C:34]([C:35]5[C:40]([C:41]6[C:46]4=[CH:45][CH:44]=[CH:43][CH:42]=6)=[CH:39][CH:38]=[CH:37][CH:36]=5)=[CH:33][C:32]3=2)=[CH:28][C:27](B2OC(C)(C)C(C)(C)O2)=[CH:26]1.C([O-])([O-])=O.[Na+].[Na+].CCO. Product: [CH3:59][C:25]1([CH3:24])[C:49]2[C:29]([CH:30]=[C:31]3[C:32]=2[CH:33]=[C:34]2[C:47]([C:46]4[CH:45]=[CH:44][CH:43]=[CH:42][C:41]=4[C:40]4[CH:39]=[CH:38][CH:37]=[CH:36][C:35]=42)=[CH:48]3)=[CH:28][C:27]([C:6]2[CH:7]=[CH:2][CH:3]=[C:4]([C:8]3[C:21]4[C:22]5=[C:23]6[C:18](=[CH:19][CH:20]=4)[CH:17]=[CH:16][CH:15]=[C:14]6[CH:13]=[CH:12][C:11]5=[CH:10][CH:9]=3)[CH:5]=2)=[CH:26]1. The catalyst class is: 442.